Dataset: Forward reaction prediction with 1.9M reactions from USPTO patents (1976-2016). Task: Predict the product of the given reaction. (1) Given the reactants [CH3:1][O:2][C:3](=[O:12])[C:4]1[C:5](=[CH:7][C:8]([CH3:11])=[CH:9][CH:10]=1)[OH:6].[Br:13]Br, predict the reaction product. The product is: [CH3:1][O:2][C:3](=[O:12])[C:4]1[C:5](=[CH:7][C:8]([CH2:11][Br:13])=[CH:9][CH:10]=1)[OH:6]. (2) Given the reactants [C:1]([C:3]1[C:12]2[C:7](=[C:8]([O:13][C:14]3[CH:19]=[CH:18][C:17]([Cl:20])=[CH:16][CH:15]=3)[CH:9]=[CH:10][CH:11]=2)[C:6]([OH:21])=[C:5]([C:22](OCC)=[O:23])[N:4]=1)#[N:2].[NH2:27][CH2:28][C:29]([OH:31])=[O:30].C[O-].[Na+].Cl, predict the reaction product. The product is: [C:1]([C:3]1[C:12]2[C:7](=[C:8]([O:13][C:14]3[CH:15]=[CH:16][C:17]([Cl:20])=[CH:18][CH:19]=3)[CH:9]=[CH:10][CH:11]=2)[C:6]([OH:21])=[C:5]([C:22]([NH:27][CH2:28][C:29]([OH:31])=[O:30])=[O:23])[N:4]=1)#[N:2].